This data is from Full USPTO retrosynthesis dataset with 1.9M reactions from patents (1976-2016). The task is: Predict the reactants needed to synthesize the given product. Given the product [O:1]1[C:6]2[CH:7]=[CH:8][CH:9]=[CH:10][C:5]=2[O:4][CH2:3][CH:2]1[CH2:11][N:12]1[CH2:17][CH2:16][CH2:15][C:14]([C:19](=[O:22])[CH3:21])([CH2:18][CH3:23])[CH2:13]1, predict the reactants needed to synthesize it. The reactants are: [O:1]1[C:6]2[CH:7]=[CH:8][CH:9]=[CH:10][C:5]=2[O:4][CH2:3][CH:2]1[CH2:11][N:12]1[CH2:17][CH2:16][CH2:15][C:14]([C:19]([OH:22])([CH3:21])C)([CH3:18])[CH2:13]1.[CH2:23](OC(C1(CC)CCCN(CC2OC3C=CC=CC=3OC2)C1)=O)C.C[Mg]Br.